Dataset: Peptide-MHC class II binding affinity with 134,281 pairs from IEDB. Task: Regression. Given a peptide amino acid sequence and an MHC pseudo amino acid sequence, predict their binding affinity value. This is MHC class II binding data. The peptide sequence is NAGFKAAVAAAAVVP. The MHC is DRB1_0101 with pseudo-sequence DRB1_0101. The binding affinity (normalized) is 0.866.